Task: Predict the product of the given reaction.. Dataset: Forward reaction prediction with 1.9M reactions from USPTO patents (1976-2016) (1) Given the reactants [CH3:1][N:2]1[CH2:7][CH2:6][CH:5]([O:8][CH:9]2[C:18]3[CH:19]=[CH:20][CH:21]=[CH:22][C:17]=3[CH2:16][CH2:15][N:14]3[C:10]2=[N:11][CH:12]=[C:13]3C#CC2C=CC=CC=2)[CH2:4][CH2:3]1, predict the reaction product. The product is: [CH3:1][N:2]1[CH2:3][CH2:4][CH:5]([O:8][CH:9]2[C:18]3[CH:19]=[CH:20][CH:21]=[CH:22][C:17]=3[CH2:16][CH2:15][N:14]3[C:10]2=[N:11][C:12]([CH2:15][CH2:16][C:17]2[CH:22]=[CH:21][CH:20]=[CH:19][CH:18]=2)=[CH:13]3)[CH2:6][CH2:7]1. (2) Given the reactants ClC1C(F)=C(N[C:9]([CH3:19])=[C:10]([N+:16]([O-:18])=[O:17])[C:11]([O:13][CH2:14][CH3:15])=[O:12])C=CC=1.[N+]([CH2:24][C:25](OCC)=[O:26])([O-])=O.C(C(CC)(CC)C([O-])([O-])[O-])C.C(O)C, predict the reaction product. The product is: [CH2:25]([O:26][C:9]([CH3:19])=[C:10]([N+:16]([O-:18])=[O:17])[C:11]([O:13][CH2:14][CH3:15])=[O:12])[CH3:24]. (3) Given the reactants O1CCOC1[C:6]1[C:15]([CH:16]([C:18]2[CH:22]=[CH:21][S:20][CH:19]=2)[OH:17])=[CH:14][C:13]2[C:12]([CH3:24])([CH3:23])[CH2:11][CH2:10][C:9]([CH3:26])([CH3:25])[C:8]=2[CH:7]=1.BrC1C(C2OCCO2)=CC2C(C)(C)CCC(C)(C)C=2C=1.S1C=CC(C=O)=C1.O1CCOC1C1C(C(C2SC=CC=2)O)=CC2C(C)(C)CCC(C)(C)C=2C=1, predict the reaction product. The product is: [S:20]1[CH:21]=[CH:22][C:18]([C:16](=[O:17])[C:15]2[CH:6]=[CH:7][C:8]3[C:9]([CH3:26])([CH3:25])[CH2:10][CH2:11][C:12]([CH3:23])([CH3:24])[C:13]=3[CH:14]=2)=[CH:19]1. (4) Given the reactants [CH2:1]([N:5]1[C:9](=O)[CH:8]=[C:7]([C:11]([F:14])([F:13])[F:12])[NH:6]1)[CH2:2][CH2:3][CH3:4].COC1C=CC(P2(SP(C3C=CC(OC)=CC=3)(=S)S2)=[S:24])=CC=1, predict the reaction product. The product is: [CH2:1]([N:5]1[C:9](=[S:24])[CH:8]=[C:7]([C:11]([F:14])([F:13])[F:12])[NH:6]1)[CH2:2][CH2:3][CH3:4]. (5) Given the reactants [CH2:1]([O:8][C:9]1[CH:10]=[C:11]([CH2:17][CH:18]([NH:25][CH:26]=O)[C:19]([CH3:24])([CH3:23])[CH2:20][O:21][CH3:22])[CH:12]=[CH:13][C:14]=1[O:15][CH3:16])[C:2]1[CH:7]=[CH:6][CH:5]=[CH:4][CH:3]=1.O=P(Cl)(Cl)Cl, predict the reaction product. The product is: [CH2:1]([O:8][C:9]1[CH:10]=[C:11]2[C:12](=[CH:13][C:14]=1[O:15][CH3:16])[CH:26]=[N:25][CH:18]([C:19]([CH3:24])([CH3:23])[CH2:20][O:21][CH3:22])[CH2:17]2)[C:2]1[CH:3]=[CH:4][CH:5]=[CH:6][CH:7]=1. (6) Given the reactants C([O:8][C:9]1[CH:10]=[C:11]([CH:21]=[C:22]([O:24][C@H:25]([CH3:29])[CH2:26][O:27][CH3:28])[CH:23]=1)[C:12]([NH:14][C:15]1[CH:19]=[CH:18][N:17]([CH3:20])[N:16]=1)=[O:13])C1C=CC=CC=1, predict the reaction product. The product is: [OH:8][C:9]1[CH:10]=[C:11]([CH:21]=[C:22]([O:24][C@H:25]([CH3:29])[CH2:26][O:27][CH3:28])[CH:23]=1)[C:12]([NH:14][C:15]1[CH:19]=[CH:18][N:17]([CH3:20])[N:16]=1)=[O:13]. (7) Given the reactants Br[CH2:2][CH2:3][CH2:4][CH2:5][CH2:6][CH2:7][CH2:8][CH2:9][C:10]1[CH:39]=[CH:38][C:13]([C:14]([NH:16][CH2:17][C:18]2[C:19]([NH:31][CH:32]3[CH2:37][CH2:36][O:35][CH2:34][CH2:33]3)=[C:20]3[CH:28]=[N:27][N:26]([CH2:29][CH3:30])[C:21]3=[N:22][C:23]=2[CH2:24][CH3:25])=[O:15])=[CH:12][CH:11]=1.[CH3:40][NH:41][CH2:42][CH2:43][OH:44].C(N(CC)C(C)C)(C)C, predict the reaction product. The product is: [CH2:29]([N:26]1[C:21]2=[N:22][C:23]([CH2:24][CH3:25])=[C:18]([CH2:17][NH:16][C:14](=[O:15])[C:13]3[CH:38]=[CH:39][C:10]([CH2:9][CH2:8][CH2:7][CH2:6][CH2:5][CH2:4][CH2:3][CH2:2][N:41]([CH2:42][CH2:43][OH:44])[CH3:40])=[CH:11][CH:12]=3)[C:19]([NH:31][CH:32]3[CH2:37][CH2:36][O:35][CH2:34][CH2:33]3)=[C:20]2[CH:28]=[N:27]1)[CH3:30]. (8) Given the reactants [F:1][C:2]([F:11])([F:10])[C:3]1[CH:4]=[C:5]([SH:9])[CH:6]=[CH:7][CH:8]=1.C([O-])([O-])=O.[K+].[K+].CS(O[CH:23]1[CH2:28][CH2:27][O:26][CH:25]([C:29]2[CH:30]=[N:31][C:32]([Cl:35])=[CH:33][CH:34]=2)[CH2:24]1)(=O)=O, predict the reaction product. The product is: [Cl:35][C:32]1[CH:33]=[CH:34][C:29]([CH:25]2[CH2:24][CH:23]([S:9][C:5]3[CH:6]=[CH:7][CH:8]=[C:3]([C:2]([F:1])([F:10])[F:11])[CH:4]=3)[CH2:28][CH2:27][O:26]2)=[CH:30][N:31]=1. (9) Given the reactants [NH2:1][C:2]1[C:3]([O:8][C:9]2[CH:18]=[CH:17][CH:16]=[C:15]3[C:10]=2[CH2:11][CH2:12][CH2:13][N:14]3[C:19]([C:21]2[CH:26]=[CH:25][CH:24]=[CH:23][CH:22]=2)=[O:20])=[N:4][CH:5]=[CH:6][CH:7]=1.[C:27](N1C=CC=CC1=O)(N1C=CC=CC1=O)=[S:28].[C:43]([NH2:49])(=[NH:48])[C:44]([CH3:47])([CH3:46])[CH3:45].CCN(C(C)C)C(C)C.CCOC(/N=N/C(OCC)=O)=O, predict the reaction product. The product is: [C:44]([C:43]1[N:49]=[C:27]([NH:1][C:2]2[C:3]([O:8][C:9]3[CH:18]=[CH:17][CH:16]=[C:15]4[C:10]=3[CH2:11][CH2:12][CH2:13][N:14]4[C:19]([C:21]3[CH:22]=[CH:23][CH:24]=[CH:25][CH:26]=3)=[O:20])=[N:4][CH:5]=[CH:6][CH:7]=2)[S:28][N:48]=1)([CH3:47])([CH3:46])[CH3:45].